From a dataset of Catalyst prediction with 721,799 reactions and 888 catalyst types from USPTO. Predict which catalyst facilitates the given reaction. (1) Reactant: [NH2:1][C:2](=[O:40])[C:3]([CH3:39])([CH3:38])[CH2:4][NH:5][C:6]([C@H:8]([CH:35]([CH3:37])[CH3:36])[CH2:9][C@@H:10]1[O:14][CH2:13][NH:12][C@H:11]1[CH2:15][C@H:16]([CH2:20][C:21]1[CH:26]=[CH:25][C:24]([O:27][CH3:28])=[C:23]([O:29][CH2:30][CH2:31][CH2:32][O:33][CH3:34])[CH:22]=1)[CH:17]([CH3:19])[CH3:18])=[O:7].[Cl:41][CH:42]([O:44][C:45](Cl)=[O:46])[CH3:43]. Product: [NH2:1][C:2](=[O:40])[C:3]([CH3:38])([CH3:39])[CH2:4][NH:5][C:6]([C@H:8]([CH:35]([CH3:36])[CH3:37])[CH2:9][C@@H:10]1[O:14][CH2:13][N:12]([C:45]([O:44][CH:42]([Cl:41])[CH3:43])=[O:46])[C@H:11]1[CH2:15][C@H:16]([CH2:20][C:21]1[CH:26]=[CH:25][C:24]([O:27][CH3:28])=[C:23]([O:29][CH2:30][CH2:31][CH2:32][O:33][CH3:34])[CH:22]=1)[CH:17]([CH3:19])[CH3:18])=[O:7]. The catalyst class is: 166. (2) The catalyst class is: 4. Product: [F:25][C:26]1[CH:34]=[CH:33][C:29]([C:30]([N:14]2[CH2:15][CH2:16][CH2:17][C@H:12]([C:10]3[O:9][N:8]=[C:7]([C:3]4[NH:2][CH:6]=[CH:5][CH:4]=4)[N:11]=3)[CH2:13]2)=[O:31])=[CH:28][CH:27]=1. Reactant: Cl.[NH:2]1[CH:6]=[CH:5][CH:4]=[C:3]1[C:7]1[N:11]=[C:10]([C@H:12]2[CH2:17][CH2:16][CH2:15][NH:14][CH2:13]2)[O:9][N:8]=1.C(N(CC)CC)C.[F:25][C:26]1[CH:34]=[CH:33][C:29]([C:30](Cl)=[O:31])=[CH:28][CH:27]=1.[OH-].[Na+]. (3) Reactant: [CH3:1][O:2][C:3]([CH:5]1[CH2:14][C:13]2[C:8](=[CH:9][C:10]([OH:16])=[C:11]([OH:15])[CH:12]=2)[CH2:7][N:6]1[C:17]([O:19][C:20]([CH3:23])([CH3:22])[CH3:21])=[O:18])=[O:4].[Cl:24][C:25]1[CH:26]=[C:27]([CH:39]=[CH:40][C:41]=1[Cl:42])[CH2:28][O:29][C:30]1[CH:35]=[CH:34][C:33]([C:36](=[O:38])[CH3:37])=[CH:32][CH:31]=1.C(=O)([O-])[O-].[K+].[K+].O. Product: [CH3:1][O:2][C:3]([CH:5]1[CH2:14][C:13]2[CH:12]=[C:11]3[O:15][CH2:37][C@@:36]([C:33]4[CH:34]=[CH:35][C:30]([O:29][CH2:28][C:27]5[CH:39]=[CH:40][C:41]([Cl:42])=[C:25]([Cl:24])[CH:26]=5)=[CH:31][CH:32]=4)([OH:38])[O:16][C:10]3=[CH:9][C:8]=2[CH2:7][N:6]1[C:17]([O:19][C:20]([CH3:23])([CH3:22])[CH3:21])=[O:18])=[O:4]. The catalyst class is: 3. (4) Reactant: [CH2:1]=O.[CH3:3][PH:4](=[O:6])[CH3:5].[N:7]1([C:13]([O:15][C:16]([CH3:19])([CH3:18])[CH3:17])=[O:14])[CH2:12][CH2:11][NH:10][CH2:9][CH2:8]1.N#N. Product: [CH3:3][P:4]([CH2:1][N:10]1[CH2:11][CH2:12][N:7]([C:13]([O:15][C:16]([CH3:19])([CH3:18])[CH3:17])=[O:14])[CH2:8][CH2:9]1)([CH3:5])=[O:6]. The catalyst class is: 8.